From a dataset of Choline transporter screen with 302,306 compounds. Binary Classification. Given a drug SMILES string, predict its activity (active/inactive) in a high-throughput screening assay against a specified biological target. (1) The compound is S(=O)(=O)(CC(=O)Nc1oc(nn1)c1c(ccc(c1)C)C)c1ccccc1. The result is 0 (inactive). (2) The molecule is S(CC(=O)c1ccc(cc1)C)c1oc(nn1)COc1cc(ccc1)C. The result is 0 (inactive).